Dataset: Forward reaction prediction with 1.9M reactions from USPTO patents (1976-2016). Task: Predict the product of the given reaction. (1) Given the reactants [CH2:1]([O:8][C:9]1[C:10](=[O:30])[C:11](Br)=[CH:12][N:13]2[CH2:18][CH2:17][N:16]([CH2:19][C:20]3[CH:25]=[CH:24][C:23]([Cl:26])=[C:22]([Cl:27])[CH:21]=3)[C:15](=[O:28])[C:14]=12)[C:2]1[CH:7]=[CH:6][CH:5]=[CH:4][CH:3]=1.O1C=CC=C1P(C1OC=CC=1)C1OC=CC=1.[S:47]1[CH:51]=[CH:50][N:49]=[C:48]1[Sn](CCCC)(CCCC)CCCC, predict the reaction product. The product is: [CH2:1]([O:8][C:9]1[C:10](=[O:30])[C:11]([C:48]2[S:47][CH:51]=[CH:50][N:49]=2)=[CH:12][N:13]2[CH2:18][CH2:17][N:16]([CH2:19][C:20]3[CH:25]=[CH:24][C:23]([Cl:26])=[C:22]([Cl:27])[CH:21]=3)[C:15](=[O:28])[C:14]=12)[C:2]1[CH:7]=[CH:6][CH:5]=[CH:4][CH:3]=1. (2) Given the reactants [NH2:1][C:2](=[S:14])[CH2:3][N:4]1[CH:8]=[C:7]([C:9]([O:11][CH2:12][CH3:13])=[O:10])[CH:6]=[N:5]1.Br[CH2:16][C:17](=O)[C:18]([OH:20])=[O:19], predict the reaction product. The product is: [CH2:12]([O:11][C:9]([C:7]1[CH:6]=[N:5][N:4]([CH2:3][C:2]2[S:14][CH:16]=[C:17]([C:18]([OH:20])=[O:19])[N:1]=2)[CH:8]=1)=[O:10])[CH3:13]. (3) Given the reactants [CH3:1]/[C:2](=[CH:7]\[C:8]1[CH:13]=[CH:12][C:11]([CH3:14])=[CH:10][CH:9]=1)/[CH2:3][CH2:4][CH:5]=O.Cl.[NH2:16]O, predict the reaction product. The product is: [CH3:1]/[C:2](=[CH:7]\[C:8]1[CH:13]=[CH:12][C:11]([CH3:14])=[CH:10][CH:9]=1)/[CH2:3][CH2:4][C:5]#[N:16]. (4) Given the reactants [Cl:1][C:2]1[CH:3]=[CH:4][C:5]([F:10])=[C:6]([NH:8][NH2:9])[CH:7]=1.[C:11]([O:16][CH2:17][CH3:18])(=[O:15])[C:12]([CH3:14])=O.O, predict the reaction product. The product is: [CH2:17]([O:16][C:11](=[O:15])[C:12](=[N:9][NH:8][C:6]1[CH:7]=[C:2]([Cl:1])[CH:3]=[CH:4][C:5]=1[F:10])[CH3:14])[CH3:18]. (5) Given the reactants Cl[C:2]1[CH:11]=[CH:10][C:5]([C:6]([O:8][CH3:9])=[O:7])=[CH:4][CH:3]=1.[CH2:12]([Mg]Cl)[CH2:13][CH2:14][CH2:15][CH2:16][CH2:17][CH2:18][CH2:19][CH2:20][CH2:21][CH2:22][CH2:23][CH2:24][CH3:25], predict the reaction product. The product is: [CH2:25]([C:2]1[CH:11]=[CH:10][C:5]([C:6]([O:8][CH3:9])=[O:7])=[CH:4][CH:3]=1)[CH2:24][CH2:23][CH2:22][CH2:21][CH2:20][CH2:19][CH2:18][CH2:17][CH2:16][CH2:15][CH2:14][CH2:13][CH3:12]. (6) Given the reactants [CH:1]1([CH2:6][C@@H:7]([C:19]([NH:21][NH:22][C:23]2[C:28]([F:29])=[C:27]([N:30]3[CH2:36][C@@H:35]([OH:37])[C:32]4([CH2:34][CH2:33]4)[CH2:31]3)[N:26]=[C:25]([CH3:38])[N:24]=2)=[O:20])[CH2:8][N:9]([O:12]C2CCCCO2)[CH:10]=[O:11])[CH2:5][CH2:4][CH2:3][CH2:2]1, predict the reaction product. The product is: [CH:1]1([CH2:6][C@@H:7]([C:19]([NH:21][NH:22][C:23]2[C:28]([F:29])=[C:27]([N:30]3[CH2:36][CH:35]([OH:37])[C:32]4([CH2:34][CH2:33]4)[CH2:31]3)[N:26]=[C:25]([CH3:38])[N:24]=2)=[O:20])[CH2:8][N:9]([OH:12])[CH:10]=[O:11])[CH2:2][CH2:3][CH2:4][CH2:5]1. (7) Given the reactants [NH2:1][C:2]1[O:6][N:5]=[C:4]([CH2:7][CH3:8])[CH:3]=1.[Br:9]N1C(=O)CCC1=O, predict the reaction product. The product is: [NH2:1][C:2]1[O:6][N:5]=[C:4]([CH2:7][CH3:8])[C:3]=1[Br:9].